This data is from Catalyst prediction with 721,799 reactions and 888 catalyst types from USPTO. The task is: Predict which catalyst facilitates the given reaction. (1) Reactant: C[O:2][C:3]1[CH:8]=[CH:7][C:6]([C:9]2([CH3:21])[C:18](=[O:19])[C:17]3[C:12](=[CH:13][CH:14]=[CH:15][CH:16]=3)[NH:11][C:10]2=[O:20])=[CH:5][CH:4]=1.B(Br)(Br)Br.CCCCCC. Product: [OH:2][C:3]1[CH:4]=[CH:5][C:6]([C:9]2([CH3:21])[C:18](=[O:19])[C:17]3[C:12](=[CH:13][CH:14]=[CH:15][CH:16]=3)[NH:11][C:10]2=[O:20])=[CH:7][CH:8]=1. The catalyst class is: 25. (2) Reactant: [NH2:1][C:2]1[CH:7]=[CH:6][C:5]([OH:8])=[C:4]([F:9])[CH:3]=1.CC(C)([O-])C.[K+].Cl[C:17]1[CH:22]=[CH:21][N:20]=[C:19]([C:23]([NH2:25])=[O:24])[CH:18]=1. Product: [NH2:1][C:2]1[CH:7]=[CH:6][C:5]([O:8][C:17]2[CH:22]=[CH:21][N:20]=[C:19]([C:23]([NH2:25])=[O:24])[CH:18]=2)=[C:4]([F:9])[CH:3]=1. The catalyst class is: 3. (3) Reactant: C(Cl)CCl.CCN(C(C)C)C(C)C.C1C=CC2N(O)N=NC=2C=1.[O:24]=[C:25]([NH:31][CH2:32][C:33]1[CH:38]=[CH:37][CH:36]=[C:35]([C:39]([F:42])([F:41])[F:40])[CH:34]=1)[CH2:26][CH2:27][C:28]([OH:30])=O.[CH3:43][CH:44]1[C:53]2[C:48](=[CH:49][CH:50]=[CH:51][CH:52]=2)[CH:47]([C:54]2[CH:59]=[CH:58][CH:57]=[CH:56][CH:55]=2)[NH:46][CH2:45]1. Product: [CH3:43][CH:44]1[C:53]2[C:48](=[CH:49][CH:50]=[CH:51][CH:52]=2)[CH:47]([C:54]2[CH:59]=[CH:58][CH:57]=[CH:56][CH:55]=2)[N:46]([C:28](=[O:30])[CH2:27][CH2:26][C:25]([NH:31][CH2:32][C:33]2[CH:38]=[CH:37][CH:36]=[C:35]([C:39]([F:42])([F:41])[F:40])[CH:34]=2)=[O:24])[CH2:45]1. The catalyst class is: 635. (4) Reactant: [Cl:1][C:2]1[CH:7]=[CH:6][C:5]([N:8]2[C:12]([C:13]([F:16])([F:15])[F:14])=[C:11]([C:17](Cl)=[O:18])[CH:10]=[N:9]2)=[CH:4][CH:3]=1.[NH2:20][C:21]1[CH:22]=[C:23]([S:27]([F:30])(=[O:29])=[O:28])[CH:24]=[CH:25][CH:26]=1.N1C=CC=CC=1. Product: [Cl:1][C:2]1[CH:7]=[CH:6][C:5]([N:8]2[C:12]([C:13]([F:16])([F:15])[F:14])=[C:11]([C:17]([NH:20][C:21]3[CH:22]=[C:23]([S:27]([F:30])(=[O:29])=[O:28])[CH:24]=[CH:25][CH:26]=3)=[O:18])[CH:10]=[N:9]2)=[CH:4][CH:3]=1. The catalyst class is: 2. (5) Reactant: [Cl:1][C:2]1[C:3]([N:29]2C(C)=CC=C2C)=[N:4][CH:5]=[C:6]([C:19]2[CH:20]=[C:21]3[C:25](=[CH:26][CH:27]=2)[N:24]([CH3:28])[N:23]=[CH:22]3)[C:7]=1[N:8]1[CH2:18][CH2:17][C:11]2([C:15](=[O:16])[NH:14][CH2:13][CH2:12]2)[CH2:10][CH2:9]1.Cl.NO.ClCCl.C([O-])([O-])=O.[Na+].[Na+]. Product: [NH2:29][C:3]1[C:2]([Cl:1])=[C:7]([N:8]2[CH2:18][CH2:17][C:11]3([C:15](=[O:16])[NH:14][CH2:13][CH2:12]3)[CH2:10][CH2:9]2)[C:6]([C:19]2[CH:20]=[C:21]3[C:25](=[CH:26][CH:27]=2)[N:24]([CH3:28])[N:23]=[CH:22]3)=[CH:5][N:4]=1. The catalyst class is: 40. (6) Reactant: C([O:5][C:6]([C:8]1[CH:12]=[C:11]([F:13])[S:10][C:9]=1[C:14]1[CH:19]=[CH:18][C:17]([C:20]2[CH:25]=[CH:24][C:23]([C:26]3([C:29]([O:31][CH2:32][CH3:33])=[O:30])[CH2:28][CH2:27]3)=[CH:22][CH:21]=2)=[CH:16][CH:15]=1)=[O:7])(C)(C)C.FC(F)(F)C(O)=O. Product: [CH2:32]([O:31][C:29]([C:26]1([C:23]2[CH:22]=[CH:21][C:20]([C:17]3[CH:18]=[CH:19][C:14]([C:9]4[S:10][C:11]([F:13])=[CH:12][C:8]=4[C:6]([OH:7])=[O:5])=[CH:15][CH:16]=3)=[CH:25][CH:24]=2)[CH2:27][CH2:28]1)=[O:30])[CH3:33]. The catalyst class is: 2.